Task: Predict the product of the given reaction.. Dataset: Forward reaction prediction with 1.9M reactions from USPTO patents (1976-2016) (1) Given the reactants C([O:3][C:4](=[O:12])[C:5]([CH2:10][F:11])([CH2:8][F:9])[CH:6]=[CH2:7])C.O.[OH-].[Li+].Cl, predict the reaction product. The product is: [F:9][CH2:8][C:5]([CH2:10][F:11])([CH:6]=[CH2:7])[C:4]([OH:12])=[O:3]. (2) Given the reactants [N:1]1[CH:6]=[CH:5][CH:4]=[CH:3][C:2]=1[C:7]([OH:9])=O.CCN=C=NCCCN(C)C.C1C=CC2N(O)N=NC=2C=1.[NH2:31][CH:32]1[CH:38]([OH:39])[CH:37]([CH3:40])[CH2:36][CH2:35][N:34]([S:41]([C:44]2[CH:50]=[CH:49][C:47]([CH3:48])=[CH:46][CH:45]=2)(=[O:43])=[O:42])[CH2:33]1, predict the reaction product. The product is: [OH:39][CH:38]1[CH:37]([CH3:40])[CH2:36][CH2:35][N:34]([S:41]([C:44]2[CH:50]=[CH:49][C:47]([CH3:48])=[CH:46][CH:45]=2)(=[O:43])=[O:42])[CH2:33][CH:32]1[NH:31][C:7](=[O:9])[C:2]1[CH:3]=[CH:4][CH:5]=[CH:6][N:1]=1. (3) Given the reactants [CH3:1][O:2][C:3]1[CH:8]=[CH:7][C:6](/[CH:9]=[CH:10]/[C:11](OC)=[O:12])=[C:5]([N+:15]([O-:17])=[O:16])[CH:4]=1.CC(C[AlH]CC(C)C)C, predict the reaction product. The product is: [CH3:1][O:2][C:3]1[CH:8]=[CH:7][C:6](/[CH:9]=[CH:10]/[CH2:11][OH:12])=[C:5]([N+:15]([O-:17])=[O:16])[CH:4]=1.